Dataset: CYP2C19 inhibition data for predicting drug metabolism from PubChem BioAssay. Task: Regression/Classification. Given a drug SMILES string, predict its absorption, distribution, metabolism, or excretion properties. Task type varies by dataset: regression for continuous measurements (e.g., permeability, clearance, half-life) or binary classification for categorical outcomes (e.g., BBB penetration, CYP inhibition). Dataset: cyp2c19_veith. (1) The compound is CCc1c(C)nc2ccc(Br)cc2c1Cl. The result is 1 (inhibitor). (2) The molecule is CCc1cc2c(NCCO)ncnc2s1. The result is 0 (non-inhibitor). (3) The compound is CCC(CC)c1nnc(NC(=O)c2ccc3ccccc3n2)s1. The result is 1 (inhibitor). (4) The result is 0 (non-inhibitor). The drug is O=CN1CCN(C[C@H](O)CN2CCCCC2)CC1. (5) The molecule is COc1ccc2nc(SCC(=O)NN)cc(C)c2c1. The result is 0 (non-inhibitor).